This data is from Forward reaction prediction with 1.9M reactions from USPTO patents (1976-2016). The task is: Predict the product of the given reaction. (1) Given the reactants [F:1][C:2]1[CH:7]=[CH:6][C:5]([NH:8][C:9](=[O:11])[CH3:10])=[CH:4][C:3]=1[CH3:12].[N+:13]([O-])([OH:15])=[O:14], predict the reaction product. The product is: [F:1][C:2]1[C:3]([CH3:12])=[CH:4][C:5]([NH:8][C:9](=[O:11])[CH3:10])=[C:6]([N+:13]([O-:15])=[O:14])[CH:7]=1. (2) The product is: [Cl:18][C:12]1[CH:11]=[C:10]([N:7]2[C:8]([CH3:9])=[C:4]([C:1]([C:20]3[CH:25]=[CH:24][CH:23]=[CH:22][CH:21]=3)=[CH2:2])[C:5]([CH3:19])=[N:6]2)[CH:17]=[CH:16][C:13]=1[C:14]#[N:15]. Given the reactants [C:1]([C:4]1[C:5]([CH3:19])=[N:6][N:7]([C:10]2[CH:17]=[CH:16][C:13]([C:14]#[N:15])=[C:12]([Cl:18])[CH:11]=2)[C:8]=1[CH3:9])(=O)[CH3:2].[C:20]1([Mg]Br)[CH:25]=[CH:24][CH:23]=[CH:22][CH:21]=1.C1COCC1.[Cl-].[NH4+], predict the reaction product. (3) Given the reactants [Br:1][C:2]1[CH:3]=[N:4][N:5]([C:7]2([CH2:18][CH2:19]OS(C)(=O)=O)[CH2:10][N:9]([C:11]([O:13][C:14]([CH3:17])([CH3:16])[CH3:15])=[O:12])[CH2:8]2)[CH:6]=1.[F-].C([N+](CCCC)(CCCC)CCCC)CCC, predict the reaction product. The product is: [Br:1][C:2]1[CH:3]=[N:4][N:5]([C:7]2([CH:18]=[CH2:19])[CH2:10][N:9]([C:11]([O:13][C:14]([CH3:16])([CH3:15])[CH3:17])=[O:12])[CH2:8]2)[CH:6]=1.